This data is from Full USPTO retrosynthesis dataset with 1.9M reactions from patents (1976-2016). The task is: Predict the reactants needed to synthesize the given product. (1) Given the product [CH:1]1([C:7]2[CH:8]=[CH:9][C:10]([O:13][CH2:17][C@H:15]3[CH2:14][O:16]3)=[CH:11][CH:12]=2)[CH2:2][CH2:3][CH2:4][CH2:5][CH2:6]1, predict the reactants needed to synthesize it. The reactants are: [CH:1]1([C:7]2[CH:12]=[CH:11][C:10]([OH:13])=[CH:9][CH:8]=2)[CH2:6][CH2:5][CH2:4][CH2:3][CH2:2]1.[CH2:14]1[O:16][C@@H:15]1[CH2:17]Cl. (2) Given the product [Br:7][C:8]1[CH:13]=[C:12]([Cl:14])[CH:11]=[CH:10][C:9]=1[O:4][CH3:1], predict the reactants needed to synthesize it. The reactants are: [C:1]([O-:4])([O-])=O.[K+].[K+].[Br:7][C:8]1[CH:13]=[C:12]([Cl:14])[CH:11]=[CH:10][C:9]=1O.CI. (3) Given the product [CH:31]1([NH:34][C:37]([C:21]2[CH:20]=[CH:19][C:18]([C:16]3[C:15]([CH3:30])=[CH:14][CH:13]=[C:12]([C:10]([NH:1][CH2:5][CH2:6][CH3:7])=[O:11])[CH:17]=3)=[CH:23][CH:22]=2)=[O:38])[CH2:33][CH2:32]1, predict the reactants needed to synthesize it. The reactants are: [N:1]1([C:10]([C:12]2[CH:13]=[CH:14][C:15]([CH3:30])=[C:16]([C:18]3[CH:23]=[CH:22][CH:21]=[C:20](C(NCCC)=O)[CH:19]=3)[CH:17]=2)=[O:11])[C:5]2[CH:6]=[CH:7]C=CC=2N=N1.[CH:31]1([NH2:34])[CH2:33][CH2:32]1.C1C[O:38][CH2:37]C1. (4) Given the product [F:38][C:27]1([F:26])[O:31][C:30]2[CH:32]=[CH:33][C:34]([N:36]3[C:5]([C:7]4[C:12](=[O:13])[CH:11]=[CH:10][N:9]([C:14]5[CH:19]=[CH:18][CH:17]=[C:16]([O:20][C:21]([F:24])([F:23])[F:22])[CH:15]=5)[N:8]=4)=[CH:4][CH:3]=[N:2]3)=[CH:35][C:29]=2[O:28]1, predict the reactants needed to synthesize it. The reactants are: C[N:2](C)/[CH:3]=[CH:4]/[C:5]([C:7]1[C:12](=[O:13])[CH:11]=[CH:10][N:9]([C:14]2[CH:19]=[CH:18][CH:17]=[C:16]([O:20][C:21]([F:24])([F:23])[F:22])[CH:15]=2)[N:8]=1)=O.[F:26][C:27]1([F:38])[O:31][C:30]2[CH:32]=[CH:33][C:34]([NH:36]N)=[CH:35][C:29]=2[O:28]1.N([O-])=O.[Na+].[Sn](Cl)Cl. (5) Given the product [C:16]([O:15][C:13]([N:1]1[CH2:6][CH2:5][CH:4]([CH:7]2[CH2:12][CH2:11][N:10]([C:21]3[CH:30]=[CH:29][C:24]([C:25]([O:27][CH3:28])=[O:26])=[CH:23][CH:22]=3)[CH2:9][CH2:8]2)[CH2:3][CH2:2]1)=[O:14])([CH3:19])([CH3:18])[CH3:17], predict the reactants needed to synthesize it. The reactants are: [N:1]1([C:13]([O:15][C:16]([CH3:19])([CH3:18])[CH3:17])=[O:14])[CH2:6][CH2:5][CH:4]([CH:7]2[CH2:12][CH2:11][NH:10][CH2:9][CH2:8]2)[CH2:3][CH2:2]1.Br[C:21]1[CH:30]=[CH:29][C:24]([C:25]([O:27][CH3:28])=[O:26])=[CH:23][CH:22]=1.C(=O)([O-])[O-].[Cs+].[Cs+].CN1C(=O)CCC1. (6) Given the product [CH2:21]([C:23]1[S:24][C:25]([CH2:29][N:8]2[CH2:9][C:5]3[C:4]([NH:10][C:11]4[CH:12]=[N:13][C:14]5[C:19]([CH:20]=4)=[CH:18][CH:17]=[CH:16][CH:15]=5)=[N:3][CH:2]=[N:1][C:6]=3[CH2:7]2)=[C:26]([CH3:28])[N:27]=1)[CH3:22], predict the reactants needed to synthesize it. The reactants are: [N:1]1[C:6]2[CH2:7][NH:8][CH2:9][C:5]=2[C:4]([NH:10][C:11]2[CH:12]=[N:13][C:14]3[C:19]([CH:20]=2)=[CH:18][CH:17]=[CH:16][CH:15]=3)=[N:3][CH:2]=1.[CH2:21]([C:23]1[S:24][C:25]([CH:29]=O)=[C:26]([CH3:28])[N:27]=1)[CH3:22].ClCCCl.CO.C(O[BH-](OC(=O)C)OC(=O)C)(=O)C.[Na+]. (7) Given the product [ClH:30].[CH3:14][C:12]1([CH3:15])[CH2:13][NH:8][CH2:9][C:10]2[CH:18]=[C:17]([C:19]([O:21][CH2:22][CH3:23])=[O:20])[S:16][C:11]1=2, predict the reactants needed to synthesize it. The reactants are: C([N:8]1[CH2:13][C:12]([CH3:15])([CH3:14])[C:11]2[S:16][C:17]([C:19]([O:21][CH2:22][CH3:23])=[O:20])=[CH:18][C:10]=2[CH2:9]1)C1C=CC=CC=1.C([O-])([O-])=O.[K+].[K+].[Cl:30]C(OC(Cl)C)=O.